This data is from Forward reaction prediction with 1.9M reactions from USPTO patents (1976-2016). The task is: Predict the product of the given reaction. (1) Given the reactants [CH2:1]([C:4]1[CH:11]=[CH:10][CH:9]=[C:6]([CH:7]=O)[C:5]=1[OH:12])[CH:2]=[CH2:3].CCN(CC)CC.[C:20](OC(=O)C)(=[O:22])[CH3:21], predict the reaction product. The product is: [CH2:1]([C:4]1[CH:11]=[CH:10][CH:9]=[C:6]2[C:5]=1[O:12][C:20](=[O:22])[CH:21]=[CH:7]2)[CH:2]=[CH2:3]. (2) Given the reactants [CH2:1]([C:4]1[C:8]([CH2:9][CH2:10][CH2:11][OH:12])=[CH:7][N:6]([C:13]2[CH:18]=[CH:17][C:16]([C:19]([F:22])([F:21])[F:20])=[CH:15][N:14]=2)[N:5]=1)[CH2:2][CH3:3].O[C:24]1[C:29]([O:30][CH3:31])=[CH:28][CH:27]=[CH:26][C:25]=1[CH2:32][C:33]([O:35]C)=[O:34].C(P(CCCC)CCCC)CCC.N(C(N1CCCCC1)=O)=NC(N1CCCCC1)=O, predict the reaction product. The product is: [CH3:31][O:30][C:29]1[C:24]([O:12][CH2:11][CH2:10][CH2:9][C:8]2[C:4]([CH2:1][CH2:2][CH3:3])=[N:5][N:6]([C:13]3[CH:18]=[CH:17][C:16]([C:19]([F:21])([F:20])[F:22])=[CH:15][N:14]=3)[CH:7]=2)=[C:25]([CH2:32][C:33]([OH:35])=[O:34])[CH:26]=[CH:27][CH:28]=1. (3) Given the reactants [NH2:1][C:2]1[CH:3]=[N:4][C:5]2[C:10]([C:11]=1[C:12]([C:14]1[CH:19]=[CH:18][C:17]([C:20]([CH3:24])([CH3:23])[C:21]#[N:22])=[CH:16][CH:15]=1)=O)=[CH:9][C:8]([Br:25])=[CH:7][CH:6]=2.[NH2:26][C:27](N)=[O:28], predict the reaction product. The product is: [Br:25][C:8]1[CH:7]=[CH:6][C:5]2[N:4]=[CH:3][C:2]3[NH:1][C:27](=[O:28])[N:26]=[C:12]([C:14]4[CH:19]=[CH:18][C:17]([C:20]([CH3:24])([CH3:23])[C:21]#[N:22])=[CH:16][CH:15]=4)[C:11]=3[C:10]=2[CH:9]=1.